The task is: Binary Classification. Given a miRNA mature sequence and a target amino acid sequence, predict their likelihood of interaction.. This data is from Experimentally validated miRNA-target interactions with 360,000+ pairs, plus equal number of negative samples. (1) The miRNA is mmu-miR-455-5p with sequence UAUGUGCCUUUGGACUACAUCG. The protein sequence of the target gene is MRGELWLLVLVLREAARALSPQPGAGHDEGPGSGWAAKGTVRGWNRRARESPGHVSEPDRTQLSQDLGGGTLAMDTLPDNRTRVVEDNHSYYVSRLYGPSEPHSRELWVDVAEANRSQVKIHTILSNTHRQASRVVLSFDFPFYGHPLRQITIATGGFIFMGDVIHRMLTATQYVAPLMANFNPGYSDNSTVVYFDNGTVFVVQWDHVYLQGWEDKGSFTFQAALHHDGRIVFAYKEIPMSVPEISSSQHPVKTGLSDAFMILNPSPDVPESRRRSIFEYHRIELDPSKVTSMSAVEFTP.... Result: 0 (no interaction). (2) The miRNA is hsa-miR-3941 with sequence UUACACACAACUGAGGAUCAUA. The protein sequence of the target gene is MEEDEFIGEKTFQRYCAEFIKHSQQIGDSWEWRPSKDCSDGYMCKIHFQIKNGSVMSHLGASTHGQTCLPMEEAFELPLDDCEVIETAAASEVIKYEYHVLYSCSYQVPVLYFRASFLDGRPLTLKDIWEGVHECYKMRLLQGPWDTITQQEHPILGQPFFVLHPCKTNEFMTPVLKNSQKINKNVNYITSWLSIVGPVVGLNLPLSYAKATSQDERNVP. Result: 1 (interaction). (3) The miRNA is mmu-miR-3082-3p with sequence CACAUGGCACUCAACUCUGCAG. The protein sequence of the target gene is MEVVGDFEYSKRDLVGHGAFAVVFRGRHRQKTDWEVAIKSINKKNLSKSQILLGKEIKILKELQHENIVALYDVQELPNSVFLVMEYCNGGDLADYLQAKGTLSEDTIRVFLHQIAAAMRILHSKGIIHRDLKPQNILLSYANRRKSSVSGIRIKIADFGFARYLHSNMMAATLCGSPMYMAPEVIMSQHYDAKADLWSIGTVIYQCLVGKPPFQANSPQDLRMFYEKNRSLMPSIPRETSPYLANLLLGLLQRNQKDRMDFEAFFSHPFLEQGPVKKSCPVPVPMYSGSVSGSSCGSSP.... Result: 0 (no interaction). (4) The miRNA is hsa-miR-182-5p with sequence UUUGGCAAUGGUAGAACUCACACU. The protein sequence of the target gene is MAHAGGGSGGSGAGGPAGRGLSGARWGRSGSAGHEKLPVHVEDALTYLDQVKIRFGSDPATYNGFLEIMKEFKSQSIDTPGVIRRVSQLFHEHPDLIVGFNAFLPLGYRIDIPKNGKLNIQSPLTSQENSHNHGDGAEDFKQQVPYKEDKPQVPLESDSVEFNNAISYVNKIKTRFLDHPEIYRSFLEILHTYQKEQLNTRGRPFRGMSEEEVFTEVANLFRGQEDLLSEFGQFLPEAKRSLFTGNGPCEMHSVQKNEHDKTPEHSRKRSRPSLLRPVSAPAKKKMKLRGTKDLSIAAVG.... Result: 1 (interaction). (5) The miRNA is hsa-miR-3622a-5p with sequence CAGGCACGGGAGCUCAGGUGAG. The protein sequence of the target gene is MADDDVLFEDVYELCEVIGKGPFSVVRRCINRETGQQFAVKIVDVAKFTSSPGLSTEDLKREASICHMLKHPHIVELLETYSSDGMLYMVFEFMDGADLCFEIVKRADAGFVYSEAVASHYMRQILEALRYCHDNNIIHRDVKPHCVLLASKENSAPVKLGGFGVAIQLGESGLVAGGRVGTPHFMAPEVVKREPYGKPVDVWGCGVILFILLSGCLPFYGTKERLFEGIIKGKYKMNPRQWSHISESAKDLVRRMLMLDPAERITVYEALNHPWLKERDRYAYKIHLPETVEQLRKFNA.... Result: 0 (no interaction). (6) The miRNA is hsa-miR-3620-5p with sequence GUGGGCUGGGCUGGGCUGGGCC. The protein sequence of the target gene is MESWPWMAVVVLLGLTVRWTVSLSSYSGAGKPPMFGDYEAQRHWQEITLNLPVKQWYFNSSDNNLLYWGLDYPPLTAYHSLLCAYVAKFINPDWVALHTSRGYESQAHKLFMRATVLAADLLIYVPAVLLYCYSLKEISPKRKIASALCILLYPGLILIDYGHFQYNSVSLGFALWGVLGVSWDWDLLGSLAFCLALNYKQMELYHSLPFFCFLLGKCFKKGLKGKGLALFIRIACTVLASFLLCWLPFLTEREHALQVVRRLFPVDRGLFEDKVANIWCSVNVFLKIKDTLPRHIQIAI.... Result: 0 (no interaction). (7) The miRNA is hsa-miR-6802-3p with sequence UUCACCCCUCUCACCUAAGCAG. The protein sequence of the target gene is MGPGPPAAGAAPSPRPLSLVARLSYAVGHFLNDLCASMWFTYLLLYLHSVRAYSSRGAGLLLLLGQVADGLCTPLVGYEADRAASCCARYGPRKAWHLVGTVCVLLSFPFIFSPCLGCGAATPEWAALLYYGPFIVIFQFGWASTQISHLSLIPELVTNDHEKVELTALRYAFTVVANITVYGAAWLLLHLQGSSRVEPTQDISISDQLGGQDVPVFRNLSLLVVGVGAVFSLLFHLGTRERRRPHAEEPGEHTPLLAPATAQPLLLWKHWLREPAFYQVGILYMTTRLIVNLSQTYMAM.... Result: 1 (interaction).